This data is from Catalyst prediction with 721,799 reactions and 888 catalyst types from USPTO. The task is: Predict which catalyst facilitates the given reaction. (1) Reactant: [CH3:1][O:2][C:3](=[O:26])[CH2:4][C@@H:5]1[N:11]=[C:10]([C:12]2[CH:17]=[CH:16][C:15]([Cl:18])=[CH:14][CH:13]=2)[C:9]2[CH:19]=[C:20]([O:23][CH3:24])[CH:21]=[CH:22][C:8]=2[NH:7][C:6]1=S.O.[NH2:28][NH2:29].CCN(CC)CC.[C:37](Cl)(=[O:39])[CH3:38]. Product: [CH3:1][O:2][C:3](=[O:26])[CH2:4][C@@H:5]1[N:11]=[C:10]([C:12]2[CH:17]=[CH:16][C:15]([Cl:18])=[CH:14][CH:13]=2)[C:9]2[CH:19]=[C:20]([O:23][CH3:24])[CH:21]=[CH:22][C:8]=2[N:7]=[C:6]1[NH:28][NH:29][C:37](=[O:39])[CH3:38]. The catalyst class is: 1. (2) Reactant: [CH2:1]([O:3][C:4]([C:6]1[CH2:7][N:8]([C:13](=[O:21])[C:14]2[CH:19]=[CH:18][C:17]([Cl:20])=[CH:16][CH:15]=2)[CH2:9][CH2:10][C:11]=1[NH2:12])=[O:5])[CH3:2].N1C=CC=CC=1.[C:28](Cl)(=[O:36])[O:29][C:30]1[CH:35]=[CH:34][CH:33]=[CH:32][CH:31]=1.O. Product: [CH2:1]([O:3][C:4]([C:6]1[CH2:7][N:8]([C:13](=[O:21])[C:14]2[CH:15]=[CH:16][C:17]([Cl:20])=[CH:18][CH:19]=2)[CH2:9][CH2:10][C:11]=1[NH:12][C:28]([O:29][C:30]1[CH:35]=[CH:34][CH:33]=[CH:32][CH:31]=1)=[O:36])=[O:5])[CH3:2]. The catalyst class is: 2. (3) Reactant: CCOCC.[H-].[Al+3].[Li+].[H-].[H-].[H-].[CH3:12][C:13]([O:19][CH2:20][CH2:21][CH2:22][CH2:23][CH2:24][CH2:25][C:26]1[N:27]=[C:28]([C:32]2[CH:37]=[CH:36][CH:35]=[CH:34][CH:33]=2)[O:29][C:30]=1[CH3:31])([CH3:18])[C:14](OC)=[O:15].[OH-].[Na+]. Product: [CH3:18][C:13]([O:19][CH2:20][CH2:21][CH2:22][CH2:23][CH2:24][CH2:25][C:26]1[N:27]=[C:28]([C:32]2[CH:33]=[CH:34][CH:35]=[CH:36][CH:37]=2)[O:29][C:30]=1[CH3:31])([CH3:12])[CH2:14][OH:15]. The catalyst class is: 132. (4) Reactant: [CH2:1]([C:8]1[C:9]([CH3:15])=[C:10]([OH:14])[CH:11]=[CH:12][CH:13]=1)[C:2]1[CH:7]=[CH:6][CH:5]=[CH:4][CH:3]=1.[Mg+2].[Cl-].[Cl-].[CH2:19]=[O:20].Cl. Product: [CH2:1]([C:8]1[CH:13]=[CH:12][C:11]([CH:19]=[O:20])=[C:10]([OH:14])[C:9]=1[CH3:15])[C:2]1[CH:3]=[CH:4][CH:5]=[CH:6][CH:7]=1. The catalyst class is: 10. (5) Reactant: [CH:1](=O)[C:2]1[CH:7]=[CH:6][CH:5]=[CH:4][CH:3]=1.[CH3:9][O:10][C:11]1[CH:12]=[C:13]([CH:15]=[CH:16][CH:17]=1)[NH2:14].S([O-])([O-])(=O)=O.[Mg+2]. Product: [CH:1](=[N:14][C:13]1[CH:15]=[CH:16][CH:17]=[C:11]([O:10][CH3:9])[CH:12]=1)[C:2]1[CH:7]=[CH:6][CH:5]=[CH:4][CH:3]=1. The catalyst class is: 8. (6) Reactant: [C:1]([O:5][C:6](=[O:22])[CH2:7][N:8]1[C:13]2[CH:14]=[CH:15][CH:16]=[C:17]([CH:18]([CH3:20])[CH3:19])[C:12]=2[O:11][CH2:10][C:9]1=O)([CH3:4])([CH3:3])[CH3:2].COC1C=CC(P2(SP(C3C=CC(OC)=CC=3)(=S)S2)=[S:32])=CC=1.C(=O)([O-])O.[Na+].O. Product: [C:1]([O:5][C:6](=[O:22])[CH2:7][N:8]1[C:13]2[CH:14]=[CH:15][CH:16]=[C:17]([CH:18]([CH3:20])[CH3:19])[C:12]=2[O:11][CH2:10][C:9]1=[S:32])([CH3:4])([CH3:3])[CH3:2]. The catalyst class is: 11. (7) Reactant: [CH3:1][N:2]1[C:6]2=[N:7][CH:8]=[CH:9][CH:10]=[C:5]2[N:4]=[C:3]1S(C)(=O)=O.[CH2:15]([N:17]1[C:25]2[C:20](=[N+:21]([O-:27])[CH:22]=[CH:23][C:24]=2[CH3:26])[N:19]([C:28]2[CH:33]=[CH:32][C:31]([OH:34])=[CH:30][CH:29]=2)[C:18]1=[O:35])[CH3:16].[H-].[Na+].[Cl-].[Cl-].[Ca+2]. Product: [CH2:15]([N:17]1[C:25]2[C:20](=[N+:21]([O-:27])[CH:22]=[CH:23][C:24]=2[CH3:26])[N:19]([C:28]2[CH:29]=[CH:30][C:31]([O:34][C:3]3[N:2]([CH3:1])[C:6]4=[N:7][CH:8]=[CH:9][CH:10]=[C:5]4[N:4]=3)=[CH:32][CH:33]=2)[C:18]1=[O:35])[CH3:16]. The catalyst class is: 44.